From a dataset of Full USPTO retrosynthesis dataset with 1.9M reactions from patents (1976-2016). Predict the reactants needed to synthesize the given product. (1) Given the product [O:1]1[CH2:5][CH2:4][O:3][CH:2]1[C:6]1[S:10][CH:9]=[C:8]([CH2:11][OH:12])[CH:7]=1, predict the reactants needed to synthesize it. The reactants are: [O:1]1[CH2:5][CH2:4][O:3][CH:2]1[C:6]1[S:10][CH:9]=[C:8]([CH:11]=[O:12])[CH:7]=1.[BH4-].[Na+]. (2) Given the product [CH3:8][C:6]1[C:5]([N+:9]([O-:11])=[O:10])=[CH:4][CH:3]=[C:2]([N:12]2[CH:16]=[N:15][CH:14]=[N:13]2)[N:7]=1, predict the reactants needed to synthesize it. The reactants are: Br[C:2]1[N:7]=[C:6]([CH3:8])[C:5]([N+:9]([O-:11])=[O:10])=[CH:4][CH:3]=1.[NH:12]1[CH:16]=[N:15][CH:14]=[N:13]1.C(=O)([O-])[O-].[K+].[K+].